This data is from Reaction yield outcomes from USPTO patents with 853,638 reactions. The task is: Predict the reaction yield, written as a fraction of the theoretical maximum amount of product (1.0 means a 100% yield; for example, 0.34 means a 34% yield). (1) The reactants are [Br:1]Br.[CH3:3][S:4]([C:7]1[CH:12]=[CH:11][C:10]([CH3:13])=[CH:9][CH:8]=1)(=[O:6])=[O:5]. The catalyst is [Fe]. The product is [Br:1][C:11]1[CH:12]=[C:7]([S:4]([CH3:3])(=[O:5])=[O:6])[CH:8]=[CH:9][C:10]=1[CH3:13]. The yield is 0.800. (2) The catalyst is ClCCl.O. The reactants are [CH3:1][O:2][C:3]1[CH:4]=[C:5]2[C:9](=[CH:10][CH:11]=1)[NH:8][CH:7]=[C:6]2[CH2:12]O.[CH3:14][O:15][C:16]([O:20][Si](C)(C)C)=[C:17](C)C.Cl([O-])(=O)(=O)=O.[Mg+2].Cl([O-])(=O)(=O)=O. The product is [CH3:14][O:15][C:16](=[O:20])[CH2:17][CH2:12][C:6]1[C:5]2[C:9](=[CH:10][CH:11]=[C:3]([O:2][CH3:1])[CH:4]=2)[NH:8][CH:7]=1. The yield is 0.880. (3) The reactants are [F:1][C:2]1[CH:7]=[CH:6][C:5]([C:8]2[N:9]=[N:10][C:11]([N:16]3[CH2:21][CH2:20][NH:19][C@H:18]([CH3:22])[CH2:17]3)=[C:12]([CH3:15])[C:13]=2[CH3:14])=[CH:4][CH:3]=1.[CH3:23][O:24][C:25]([C:27]1[CH:32]=[N:31][C:30](Cl)=[CH:29][N:28]=1)=[O:26].C(N(C(C)C)CC)(C)C. The catalyst is O1CCOCC1. The product is [CH3:23][O:24][C:25]([C:27]1[N:28]=[CH:29][C:30]([N:19]2[CH2:20][CH2:21][N:16]([C:11]3[N:10]=[N:9][C:8]([C:5]4[CH:4]=[CH:3][C:2]([F:1])=[CH:7][CH:6]=4)=[C:13]([CH3:14])[C:12]=3[CH3:15])[CH2:17][C@H:18]2[CH3:22])=[N:31][CH:32]=1)=[O:26]. The yield is 0.630. (4) The reactants are [C:1]1([P:7](=[O:10])([OH:9])[OH:8])[CH:6]=[CH:5][CH:4]=[CH:3][CH:2]=1.[N:11]1[C:18]([NH2:19])=[N:17][C:15]([NH2:16])=[N:14][C:12]=1[NH2:13]. The catalyst is O. The product is [C:1]1([P:7](=[O:8])([OH:10])[OH:9])[CH:6]=[CH:5][CH:4]=[CH:3][CH:2]=1.[N:11]1[C:18]([NH2:19])=[N:17][C:15]([NH2:16])=[N:14][C:12]=1[NH2:13]. The yield is 0.902.